From a dataset of Catalyst prediction with 721,799 reactions and 888 catalyst types from USPTO. Predict which catalyst facilitates the given reaction. (1) Reactant: C(O[C:4]([C:6]1[C:7](=[O:19])[S:8][C:9]2[C:14]([C:15]=1[OH:16])=[CH:13][CH:12]=[C:11]([O:17][CH3:18])[CH:10]=2)=[O:5])C.[NH2:20][CH2:21][C:22]([O-:24])=[O:23].[Na+]. Product: [OH:16][C:15]1[C:14]2[C:9](=[CH:10][C:11]([O:17][CH3:18])=[CH:12][CH:13]=2)[S:8][C:7](=[O:19])[C:6]=1[C:4]([NH:20][CH2:21][C:22]([OH:24])=[O:23])=[O:5]. The catalyst class is: 141. (2) Reactant: [F:1][C:2]1[C:3]([C:25]2[CH:26]=[N:27][N:28]([CH3:30])[CH:29]=2)=[C:4]2[C:9](=[CH:10][CH:11]=1)[N:8]=[C:7]([C@@H:12]1[CH2:16][C@H:15]([OH:17])[CH2:14][NH:13]1)[N:6]([C:18]1[CH:23]=[CH:22][CH:21]=[CH:20][CH:19]=1)[C:5]2=[O:24].[NH2:31][C:32]1[N:37]=[C:36](Cl)[C:35]([C:39]#[N:40])=[C:34]([CH3:41])[N:33]=1.CCN(C(C)C)C(C)C. Product: [NH2:31][C:32]1[N:37]=[C:36]([N:13]2[CH2:14][C@@H:15]([OH:17])[CH2:16][C@H:12]2[C:7]2[N:6]([C:18]3[CH:19]=[CH:20][CH:21]=[CH:22][CH:23]=3)[C:5](=[O:24])[C:4]3[C:9](=[CH:10][CH:11]=[C:2]([F:1])[C:3]=3[C:25]3[CH:26]=[N:27][N:28]([CH3:30])[CH:29]=3)[N:8]=2)[C:35]([C:39]#[N:40])=[C:34]([CH3:41])[N:33]=1. The catalyst class is: 14. (3) Reactant: [C:1](Cl)(=[O:3])[CH3:2].[Cl:5][C:6]1[CH:7]=[C:8]2[C:13](=[CH:14][CH:15]=1)[CH:12]=[C:11]([S:16]([CH2:19][CH2:20][C:21]([N:23]1[CH2:28][CH2:27][CH:26]([NH:29][CH2:30][C:31]3[N:32]=[CH:33][N:34](C(C4C=CC=CC=4)(C4C=CC=CC=4)C4C=CC=CC=4)[CH:35]=3)[CH2:25][CH2:24]1)=[O:22])(=[O:18])=[O:17])[CH:10]=[CH:9]2.C(N(CC)CC)C. Product: [Cl:5][C:6]1[CH:15]=[C:14]2[C:13](=[CH:8][CH:7]=1)[CH:12]=[C:11]([S:16]([CH2:19][CH2:20][C:21]([N:23]1[CH2:28][CH2:27][CH:26]([N:29]([CH2:30][C:31]3[N:32]=[CH:33][NH:34][CH:35]=3)[C:1](=[O:3])[CH3:2])[CH2:25][CH2:24]1)=[O:22])(=[O:17])=[O:18])[CH:10]=[CH:9]2. The catalyst class is: 4. (4) Reactant: [S:1]1[CH:5]=[CH:4][CH:3]=[C:2]1[C:6]1[NH:16][C:9]2[N:10]=[CH:11][CH:12]=[C:13]([C:14]#[N:15])[C:8]=2[CH:7]=1.[NH2:17][OH:18]. Product: [OH:18][NH:17][C:14]([C:13]1[C:8]2[CH:7]=[C:6]([C:2]3[S:1][CH:5]=[CH:4][CH:3]=3)[NH:16][C:9]=2[N:10]=[CH:11][CH:12]=1)=[NH:15]. The catalyst class is: 14. (5) Reactant: CC1C=CC(S(O[CH2:12][CH2:13][CH:14]2[CH2:19][CH2:18][N:17]([C:20]([O:22][C:23]([CH3:26])([CH3:25])[CH3:24])=[O:21])[CH2:16][CH2:15]2)(=O)=O)=CC=1.[C:27]([O-:30])(=[S:29])[CH3:28].[K+].CC(OC)(C)C. Product: [C:27]([S:29][CH2:12][CH2:13][CH:14]1[CH2:15][CH2:16][N:17]([C:20]([O:22][C:23]([CH3:24])([CH3:25])[CH3:26])=[O:21])[CH2:18][CH2:19]1)(=[O:30])[CH3:28]. The catalyst class is: 1.